The task is: Predict the reactants needed to synthesize the given product.. This data is from Full USPTO retrosynthesis dataset with 1.9M reactions from patents (1976-2016). (1) The reactants are: Cl.CN(C)CCCN=C=NCC.O.ON1C2C=CC=CC=2N=N1.[CH3:24][C:25]1[CH:26]=[C:27]([C:36]([OH:38])=O)[N:28]([C:30]2[CH:35]=[CH:34][CH:33]=[CH:32][CH:31]=2)[N:29]=1.[N:39]1([C:45]([O:47][C:48]([CH3:51])([CH3:50])[CH3:49])=[O:46])[CH2:44][CH2:43][NH:42][CH2:41][CH2:40]1.C(=O)(O)[O-].[Na+]. Given the product [CH3:24][C:25]1[CH:26]=[C:27]([C:36]([N:42]2[CH2:41][CH2:40][N:39]([C:45]([O:47][C:48]([CH3:51])([CH3:50])[CH3:49])=[O:46])[CH2:44][CH2:43]2)=[O:38])[N:28]([C:30]2[CH:31]=[CH:32][CH:33]=[CH:34][CH:35]=2)[N:29]=1, predict the reactants needed to synthesize it. (2) Given the product [CH:80]1([CH2:83][C:84]([N:29]2[CH2:30][CH2:31][N:26]([C:23]3[CH:24]=[CH:25][C:20]([C:17]4[CH:18]=[C:19]5[C:11]([C:9]6[CH:8]=[N:7][N:6]([CH2:5][C:4]7[CH:42]=[CH:43][CH:44]=[C:2]([F:1])[CH:3]=7)[CH:10]=6)=[CH:12][N:13]([S:32]([C:35]6[CH:41]=[CH:40][C:38]([CH3:39])=[CH:37][CH:36]=6)(=[O:34])=[O:33])[C:14]5=[N:15][CH:16]=4)=[CH:21][N:22]=3)[CH2:27][CH2:28]2)=[O:85])[CH2:82][CH2:81]1, predict the reactants needed to synthesize it. The reactants are: [F:1][C:2]1[CH:3]=[C:4]([CH:42]=[CH:43][CH:44]=1)[CH2:5][N:6]1[CH:10]=[C:9]([C:11]2[C:19]3[C:14](=[N:15][CH:16]=[C:17]([C:20]4[CH:21]=[N:22][C:23]([N:26]5[CH2:31][CH2:30][NH:29][CH2:28][CH2:27]5)=[CH:24][CH:25]=4)[CH:18]=3)[N:13]([S:32]([C:35]3[CH:41]=[CH:40][C:38]([CH3:39])=[CH:37][CH:36]=3)(=[O:34])=[O:33])[CH:12]=2)[CH:8]=[N:7]1.FC1C=C(C=CC=1)CN1C=C(C2C3C(=NC=C(C4C=NC(N5CCN(C)CC5)=CC=4)C=3)NC=2)C=N1.[CH:80]1([CH2:83][C:84](O)=[O:85])[CH2:82][CH2:81]1.CN(C(ON1N=NC2C=CC=NC1=2)=[N+](C)C)C.F[P-](F)(F)(F)(F)F.C1C=CC2N(O)N=NC=2C=1.CCN(C(C)C)C(C)C. (3) Given the product [C:8]1([C:5]2[O:6][CH:7]=[C:3]([CH2:2][NH:17][CH:14]([CH3:16])[CH3:15])[N:4]=2)[CH:13]=[CH:12][CH:11]=[CH:10][CH:9]=1, predict the reactants needed to synthesize it. The reactants are: Cl[CH2:2][C:3]1[N:4]=[C:5]([C:8]2[CH:13]=[CH:12][CH:11]=[CH:10][CH:9]=2)[O:6][CH:7]=1.[CH:14]([NH2:17])([CH3:16])[CH3:15].C(=O)([O-])[O-].[K+].[K+]. (4) Given the product [C:86]([CH2:85][C:44]1[CH:45]=[CH:46][C:47]([O:79][CH3:80])=[C:48]([N:50]2[C:59]3[C:54](=[CH:55][C:56]([S:60]([N:63]([C:73]4[CH:77]=[CH:76][O:75][N:74]=4)[CH2:64][C:65]4[CH:70]=[CH:69][C:68]([O:71][CH3:72])=[CH:67][CH:66]=4)(=[O:62])=[O:61])=[CH:57][CH:58]=3)[CH:53]=[CH:52][C:51]2=[O:78])[CH:49]=1)#[N:87], predict the reactants needed to synthesize it. The reactants are: CC1(C)C2C(=C(P(C3C=CC=CC=3)C3C=CC=CC=3)C=CC=2)OC2C(P(C3C=CC=CC=3)C3C=CC=CC=3)=CC=CC1=2.Br[C:44]1[CH:45]=[CH:46][C:47]([O:79][CH3:80])=[C:48]([N:50]2[C:59]3[C:54](=[CH:55][C:56]([S:60]([N:63]([C:73]4[CH:77]=[CH:76][O:75][N:74]=4)[CH2:64][C:65]4[CH:70]=[CH:69][C:68]([O:71][CH3:72])=[CH:67][CH:66]=4)(=[O:62])=[O:61])=[CH:57][CH:58]=3)[CH:53]=[CH:52][C:51]2=[O:78])[CH:49]=1.C[Si]([CH2:85][C:86]#[N:87])(C)C. (5) Given the product [CH2:1]([O:8][CH2:9][CH2:10][N:11]1[C:23]2[CH2:22][CH2:21][CH2:20][CH:19]([C:24]([Cl:33])=[O:25])[C:18]=2[C:17]2[C:12]1=[C:13]([Cl:29])[CH:14]=[CH:15][C:16]=2[O:27][CH3:28])[C:2]1[CH:3]=[CH:4][CH:5]=[CH:6][CH:7]=1, predict the reactants needed to synthesize it. The reactants are: [CH2:1]([O:8][CH2:9][CH2:10][N:11]1[C:23]2[CH2:22][CH2:21][CH2:20][CH:19]([C:24](O)=[O:25])[C:18]=2[C:17]2[C:12]1=[C:13]([Cl:29])[CH:14]=[CH:15][C:16]=2[O:27][CH3:28])[C:2]1[CH:7]=[CH:6][CH:5]=[CH:4][CH:3]=1.C(Cl)(=O)C([Cl:33])=O. (6) Given the product [OH:29][CH2:28][CH2:27][CH2:26][C:13]1([C:11]2[N:10]=[CH:9][NH:8][CH:12]=2)[C:22]2[C:17](=[CH:18][C:19]([O:23][CH3:24])=[CH:20][CH:21]=2)[O:16][C:15](=[O:25])[CH2:14]1, predict the reactants needed to synthesize it. The reactants are: C([N:8]1[CH:12]=[C:11]([C:13]2([CH2:26][CH2:27][CH2:28][O:29]CC3C=CC=CC=3)[C:22]3[C:17](=[CH:18][C:19]([O:23][CH3:24])=[CH:20][CH:21]=3)[O:16][C:15](=[O:25])[CH2:14]2)[N:10]=[CH:9]1)C1C=CC=CC=1.